Dataset: Retrosynthesis with 50K atom-mapped reactions and 10 reaction types from USPTO. Task: Predict the reactants needed to synthesize the given product. (1) The reactants are: CC(C)OC(=O)Cl.CS(=O)(=O)c1ccc(C2=CCC(OCC3CCNCC3)CC2)cc1. Given the product CC(C)OC(=O)N1CCC(COC2CC=C(c3ccc(S(C)(=O)=O)cc3)CC2)CC1, predict the reactants needed to synthesize it. (2) Given the product CC1CCOc2cccc(Oc3ccc(NC(=O)C(C)(C)N)cn3)c21, predict the reactants needed to synthesize it. The reactants are: CC1CCOc2cccc(Oc3ccc(NC(=O)C(C)(C)NC(=O)OC(C)(C)C)cn3)c21. (3) Given the product N#CCCOCCNC(=O)c1cnn2cc(Cc3ccc(Br)cc3)cnc12, predict the reactants needed to synthesize it. The reactants are: C=CC#N.O=C(NCCO)c1cnn2cc(Cc3ccc(Br)cc3)cnc12. (4) Given the product COc1ccc2nccc(CCC3(O)CCNCC3)c2n1, predict the reactants needed to synthesize it. The reactants are: COc1ccc2nccc(CCC3(O)CCN(C(=O)OC(C)(C)C)CC3)c2n1. (5) Given the product COc1ccc(CN2C(=O)CN(c3ccc(C[C@H](NC(=O)OC(C)(C)C)C(=O)O)cc3)S2(=O)=O)cc1, predict the reactants needed to synthesize it. The reactants are: COc1ccc(CN2C(=O)CN(c3ccc(C[C@H](NC(=O)OC(C)(C)C)C(=O)OCc4ccccc4)cc3)S2(=O)=O)cc1. (6) Given the product O=C(O)c1cc2ccc(Cl)c(F)c2[nH]1, predict the reactants needed to synthesize it. The reactants are: COC(=O)c1cc2ccc(Cl)c(F)c2[nH]1.